Dataset: Full USPTO retrosynthesis dataset with 1.9M reactions from patents (1976-2016). Task: Predict the reactants needed to synthesize the given product. (1) Given the product [C:24]([N:15]1[C:14]2[C:13]3[CH:22]=[CH:23][C:10]([N:6]4[CH2:5][C@H:4]([CH2:3][NH:2][C:24](=[O:31])[C:25]5[CH:30]=[CH:29][CH:28]=[CH:27][CH:26]=5)[O:8][C:7]4=[O:9])=[CH:11][C:12]=3[CH2:21][CH2:20][CH2:19][C:18]=2[CH:17]=[N:16]1)(=[O:31])[C:25]1[CH:30]=[CH:29][CH:28]=[CH:27][CH:26]=1, predict the reactants needed to synthesize it. The reactants are: Cl.[NH2:2][CH2:3][C@@H:4]1[O:8][C:7](=[O:9])[N:6]([C:10]2[CH:23]=[CH:22][C:13]3[C:14]4[NH:15][N:16]=[CH:17][C:18]=4[CH2:19][CH2:20][CH2:21][C:12]=3[CH:11]=2)[CH2:5]1.[C:24](Cl)(=[O:31])[C:25]1[CH:30]=[CH:29][CH:28]=[CH:27][CH:26]=1. (2) Given the product [Cl:15][C:16]1[CH:20]=[CH:19][S:18][C:17]=1[C@@H:21]([CH:23]1[CH2:24][CH2:25]1)[NH:22][C:11]([C:8]1[CH:9]=[C:10]2[C:5](=[CH:6][CH:7]=1)[NH:4][N:3]=[C:2]2[I:1])=[O:13], predict the reactants needed to synthesize it. The reactants are: [I:1][C:2]1[C:10]2[C:5](=[CH:6][CH:7]=[C:8]([C:11]([OH:13])=O)[CH:9]=2)[NH:4][N:3]=1.Cl.[Cl:15][C:16]1[CH:20]=[CH:19][S:18][C:17]=1[C@@H:21]([CH:23]1[CH2:25][CH2:24]1)[NH2:22].O. (3) Given the product [N+:16]([C:13]1[CH:14]=[CH:15][C:10]([N:1]2[CH2:8][CH2:7][CH2:6][C@@H:2]2[C:3]([OH:5])=[O:4])=[CH:11][CH:12]=1)([O-:18])=[O:17], predict the reactants needed to synthesize it. The reactants are: [NH:1]1[CH2:8][CH2:7][CH2:6][C@H:2]1[C:3]([OH:5])=[O:4].I[C:10]1[CH:15]=[CH:14][C:13]([N+:16]([O-:18])=[O:17])=[CH:12][CH:11]=1.C(N(CC)CC)C.C(=O)([O-])[O-].[K+].[K+]. (4) Given the product [C:1]1([CH3:21])[CH:6]=[CH:5][CH:4]=[C:3]([NH:7][C:8]([N:10]2[CH2:15][CH2:14][NH:13][CH2:12][CH2:11]2)=[O:9])[CH:2]=1, predict the reactants needed to synthesize it. The reactants are: [C:1]1([CH3:21])[CH:6]=[CH:5][CH:4]=[C:3]([NH:7][C:8]([N:10]2[CH2:15][CH2:14][N:13](C(OCC)=O)[CH2:12][CH2:11]2)=[O:9])[CH:2]=1.I[Si](C)(C)C. (5) Given the product [F:29][CH:27]([F:28])[O:26][CH2:25][C@H:3]([NH:2][C:38](=[O:39])[CH2:37][N:34]1[CH2:35][CH2:36][O:31][CH2:32][CH2:33]1)[C:4]([NH:6][C@@H:7]([CH2:18][C:19]1[CH:20]=[CH:21][CH:22]=[CH:23][CH:24]=1)[C:8]([O:10][CH2:11][C:12]1[CH:17]=[CH:16][CH:15]=[CH:14][CH:13]=1)=[O:9])=[O:5], predict the reactants needed to synthesize it. The reactants are: Cl.[NH2:2][C@@H:3]([CH2:25][O:26][CH:27]([F:29])[F:28])[C:4]([NH:6][C@@H:7]([CH2:18][C:19]1[CH:24]=[CH:23][CH:22]=[CH:21][CH:20]=1)[C:8]([O:10][CH2:11][C:12]1[CH:17]=[CH:16][CH:15]=[CH:14][CH:13]=1)=[O:9])=[O:5].Cl.[O:31]1[CH2:36][CH2:35][N:34]([CH2:37][C:38](O)=[O:39])[CH2:33][CH2:32]1.C1C=C2N=NN(O)C2=CC=1.O.CCN=C=NCCCN(C)C.Cl.CCN(C(C)C)C(C)C.